From a dataset of Peptide-MHC class I binding affinity with 185,985 pairs from IEDB/IMGT. Regression. Given a peptide amino acid sequence and an MHC pseudo amino acid sequence, predict their binding affinity value. This is MHC class I binding data. (1) The peptide sequence is SQYLELDTI. The MHC is HLA-A24:02 with pseudo-sequence HLA-A24:02. The binding affinity (normalized) is 0.285. (2) The peptide sequence is ETTQALQLF. The MHC is HLA-B15:01 with pseudo-sequence HLA-B15:01. The binding affinity (normalized) is 0.0847. (3) The peptide sequence is HTQGYFPDWQ. The MHC is HLA-B35:01 with pseudo-sequence HLA-B35:01. The binding affinity (normalized) is 0.